From a dataset of Forward reaction prediction with 1.9M reactions from USPTO patents (1976-2016). Predict the product of the given reaction. Given the reactants [OH-].[Na+].C[O:4][C:5]([C:7]1[S:8][C:9]([C:34]#[C:35][C:36]([CH3:41])([CH3:40])[CH2:37][CH2:38][OH:39])=[CH:10][C:11]=1[N:12]([C:25]([CH:27]1[CH2:32][CH2:31][CH:30]([CH3:33])[CH2:29][CH2:28]1)=[O:26])[CH:13]1[CH2:18][CH2:17][CH:16]([O:19][CH:20]2[CH2:24][CH2:23][O:22][CH2:21]2)[CH2:15][CH2:14]1)=[O:6], predict the reaction product. The product is: [OH:39][CH2:38][CH2:37][C:36]([CH3:40])([CH3:41])[C:35]#[C:34][C:9]1[S:8][C:7]([C:5]([OH:6])=[O:4])=[C:11]([N:12]([C:25]([CH:27]2[CH2:28][CH2:29][CH:30]([CH3:33])[CH2:31][CH2:32]2)=[O:26])[CH:13]2[CH2:14][CH2:15][CH:16]([O:19][CH:20]3[CH2:24][CH2:23][O:22][CH2:21]3)[CH2:17][CH2:18]2)[CH:10]=1.